This data is from Reaction yield outcomes from USPTO patents with 853,638 reactions. The task is: Predict the reaction yield, written as a fraction of the theoretical maximum amount of product (1.0 means a 100% yield; for example, 0.34 means a 34% yield). (1) The reactants are [F:1][C:2]([F:11])([F:10])[C:3]1[CH:4]=[C:5]([CH:7]=[CH:8][CH:9]=1)[NH2:6].C(N(CC)CC)C.Cl[C:20](=[O:27])[CH2:21][C:22]([O:24][CH2:25][CH3:26])=[O:23]. The catalyst is CC(C)=O. The product is [O:27]=[C:20]([NH:6][C:5]1[CH:7]=[CH:8][CH:9]=[C:3]([C:2]([F:10])([F:11])[F:1])[CH:4]=1)[CH2:21][C:22]([O:24][CH2:25][CH3:26])=[O:23]. The yield is 0.990. (2) The reactants are [Br:1][C:2]1[N:3]=[C:4]([C:20]#[C:21][CH3:22])[S:5][C:6]=1[C:7]1[N:11]=[CH:10][N:9]([CH2:12][O:13][CH2:14][CH2:15][Si:16]([CH3:19])([CH3:18])[CH3:17])[N:8]=1.[I-].[NH2:24][N+:25]1[CH:30]=[CH:29][CH:28]=[CH:27][CH:26]=1.C(=O)([O-])[O-].[K+].[K+].CN(C)C=O. No catalyst specified. The product is [Br:1][C:2]1[N:3]=[C:4]([C:20]2[C:21]([CH3:22])=[N:24][N:25]3[CH:30]=[CH:29][CH:28]=[CH:27][C:26]=23)[S:5][C:6]=1[C:7]1[N:11]=[CH:10][N:9]([CH2:12][O:13][CH2:14][CH2:15][Si:16]([CH3:19])([CH3:18])[CH3:17])[N:8]=1. The yield is 0.648. (3) The reactants are [CH3:1][O:2][C:3]1[C:12]([O:13][CH3:14])=[C:11]2[C:6]([C:7]([NH:15][C@H:16]3[CH2:20][CH2:19][O:18][CH2:17]3)=[N:8][CH:9]=[N:10]2)=[CH:5][CH:4]=1.[H-].[Na+].Br[CH2:24][CH:25]1[CH2:27][CH2:26]1. The catalyst is CN(C=O)C. The product is [CH:25]1([CH2:24][N:15]([C@H:16]2[CH2:20][CH2:19][O:18][CH2:17]2)[C:7]2[C:6]3[C:11](=[C:12]([O:13][CH3:14])[C:3]([O:2][CH3:1])=[CH:4][CH:5]=3)[N:10]=[CH:9][N:8]=2)[CH2:27][CH2:26]1. The yield is 0.250. (4) The reactants are [F:1][C:2]1[C:3](Br)=[C:4](Br)[CH:5]=[CH:6][C:7]=1[F:8].[O:11]1[CH:15]=[CH:14][CH:13]=[CH:12]1.[Li]CCCC. The catalyst is CCOCC. The product is [F:1][C:2]1[CH:3]=[C:4]2[C:5](=[CH:6][C:7]=1[F:8])[CH:15]1[O:11][CH:12]2[CH:13]=[CH:14]1. The yield is 0.700. (5) The reactants are Cl[CH2:2][C:3]1[N:4]=[C:5]2[S:12][C:11]([CH2:13][CH3:14])=[N:10][N:6]2[C:7](=[O:9])[CH:8]=1.[I-].[Na+].C(=O)(O)[O-:18].[Na+].O. The catalyst is CS(C)=O. The product is [CH2:13]([C:11]1[S:12][C:5]2=[N:4][C:3]([CH2:2][OH:18])=[CH:8][C:7](=[O:9])[N:6]2[N:10]=1)[CH3:14]. The yield is 0.400. (6) The reactants are C([N:5]1[C:10](=[O:11])[C:9]([Cl:12])=[C:8]([O:13][CH2:14][C:15]2[CH:20]=[CH:19][C:18]([O:21][CH2:22][CH:23]([OH:25])[CH3:24])=[CH:17][CH:16]=2)[CH:7]=[N:6]1)(C)(C)C.[S:26](Cl)([C:29]1[CH:35]=[CH:34][C:32]([CH3:33])=[CH:31][CH:30]=1)(=[O:28])=[O:27].[CH2:37](N(CC)CC)C.CC[CH2:46][CH2:47][CH3:48]. The catalyst is ClCCl.CN(C1C=CN=CC=1)C.O.C(OCC)(=O)C. The product is [C:47]([CH:14]([O:13][C:8]1[CH:7]=[N:6][NH:5][C:10](=[O:11])[C:9]=1[Cl:12])[C:15]1[CH:16]=[CH:17][C:18]([O:21][CH2:22][CH:23]([O:25][S:26]([C:29]2[CH:35]=[CH:34][C:32]([CH3:33])=[CH:31][CH:30]=2)(=[O:28])=[O:27])[CH3:24])=[CH:19][CH:20]=1)([CH3:46])([CH3:48])[CH3:37]. The yield is 0.580. (7) The reactants are [F:1][C:2]([F:27])([F:26])[C:3]1[CH:4]=[C:5]([C:9]2[CH:10]=[CH:11][C:12]3[N:18]4[CH2:19][C@H:15]([C@H:16]([O:20][Si](C)(C)C)[CH2:17]4)[NH:14][C:13]=3[N:25]=2)[CH:6]=[CH:7][CH:8]=1.[H-].[Na+].[N:30]1[CH:35]=[CH:34][CH:33]=[CH:32][C:31]=1[N:36]1C(=O)N2C=CC=CC2=N[C:37]1=[O:47].C1C[O:51]CC1. No catalyst specified. The product is [F:1][C:2]([F:27])([F:26])[C:37]([OH:47])=[O:51].[OH:20][C@H:16]1[C@H:15]2[CH2:19][N:18]([C:12]3[CH:11]=[CH:10][C:9]([C:5]4[CH:6]=[CH:7][CH:8]=[C:3]([C:2]([F:27])([F:26])[F:1])[CH:4]=4)=[N:25][C:13]=3[N:14]2[C:37]([NH:36][C:31]2[CH:32]=[CH:33][CH:34]=[CH:35][N:30]=2)=[O:47])[CH2:17]1. The yield is 0.440. (8) The reactants are [CH3:1][N:2]([S:21]([C:24]1[CH:29]=[CH:28][CH:27]=[CH:26][N:25]=1)(=[O:23])=[O:22])[C:3]1[CH:4]=[CH:5][CH:6]=[C:7]2[C:11]=1[NH:10][C:9]([C:12]1[S:13][CH:14]([CH2:17][C:18](O)=[O:19])[CH2:15][N:16]=1)=[CH:8]2.C[N:31](C)C=O.Cl.CN(C)CCCN=C=NCC. The catalyst is C(OCC)(=O)C. The product is [CH3:1][N:2]([S:21]([C:24]1[CH:29]=[CH:28][CH:27]=[CH:26][N:25]=1)(=[O:22])=[O:23])[C:3]1[CH:4]=[CH:5][CH:6]=[C:7]2[C:11]=1[NH:10][C:9]([C:12]1[S:13][CH:14]([CH2:17][C:18]([NH2:31])=[O:19])[CH2:15][N:16]=1)=[CH:8]2. The yield is 0.790.